The task is: Predict the reactants needed to synthesize the given product.. This data is from Full USPTO retrosynthesis dataset with 1.9M reactions from patents (1976-2016). Given the product [CH:6]([OH:8])=[O:7].[NH2:5][CH2:9][CH2:10][NH:11][S:12]([C:15]1[CH:20]=[CH:19][C:18]([C:21]2[CH:26]=[CH:25][N:24]=[C:23]3[NH:27][C:28]([C:30]#[C:31][CH2:32][OH:33])=[CH:29][C:22]=23)=[CH:17][CH:16]=1)(=[O:13])=[O:14], predict the reactants needed to synthesize it. The reactants are: CC([N:5]([CH2:9][CH2:10][NH:11][S:12]([C:15]1[CH:20]=[CH:19][C:18]([C:21]2[CH:26]=[CH:25][N:24]=[C:23]3[N:27](S(C4C=CC(C)=CC=4)(=O)=O)[C:28]([C:30]#[C:31][CH2:32][OH:33])=[CH:29][C:22]=23)=[CH:17][CH:16]=1)(=[O:14])=[O:13])[C:6](=[O:8])[O-:7])(C)C.C1(C)C=CC(S(O)(=O)=O)=CC=1.